Dataset: Catalyst prediction with 721,799 reactions and 888 catalyst types from USPTO. Task: Predict which catalyst facilitates the given reaction. (1) Reactant: C[O:2][C:3](=[O:36])[CH2:4][C:5]1[CH:10]=[CH:9][C:8]([CH2:11][NH:12][C:13]2[CH:18]=[CH:17][CH:16]=[C:15]([C:19]3[C:28]4[C:23](=[C:24]([CH3:29])[CH:25]=[CH:26][CH:27]=4)[N:22]=[N:21][C:20]=3[C:30]3[CH:35]=[CH:34][CH:33]=[CH:32][CH:31]=3)[CH:14]=2)=[CH:7][CH:6]=1.O.[OH-].[Li+].C(O)(=O)C. Product: [CH3:29][C:24]1[CH:25]=[CH:26][CH:27]=[C:28]2[C:23]=1[N:22]=[N:21][C:20]([C:30]1[CH:35]=[CH:34][CH:33]=[CH:32][CH:31]=1)=[C:19]2[C:15]1[CH:14]=[C:13]([NH:12][CH2:11][C:8]2[CH:9]=[CH:10][C:5]([CH2:4][C:3]([OH:36])=[O:2])=[CH:6][CH:7]=2)[CH:18]=[CH:17][CH:16]=1. The catalyst class is: 87. (2) Reactant: [NH:1]1[C:5]2=[N:6][CH:7]=[CH:8][CH:9]=[C:4]2[C:3]([C:10]2[N:15]=[C:14]([NH2:16])[C:13]([C:17]3[CH:22]=[CH:21][N:20]=[CH:19][CH:18]=3)=[CH:12][N:11]=2)=[N:2]1.C(=O)([O-])[O-].[Na+].[Na+].[C:29]([C:31]1[CH:38]=[CH:37][CH:36]=[CH:35][C:32]=1[CH2:33]Br)#[N:30]. Product: [NH2:16][C:14]1[C:13]([C:17]2[CH:18]=[CH:19][N:20]=[CH:21][CH:22]=2)=[CH:12][N:11]=[C:10]([C:3]2[C:4]3[C:5](=[N:6][CH:7]=[CH:8][CH:9]=3)[N:1]([CH2:33][C:32]3[CH:35]=[CH:36][CH:37]=[CH:38][C:31]=3[C:29]#[N:30])[N:2]=2)[N:15]=1. The catalyst class is: 9. (3) Reactant: N(O[CH2:4][C:5]1[CH:10]=[C:9]([C:11](=[O:13])[CH3:12])[CH:8]=[CH:7][C:6]=1[O:14][CH3:15])=O.[C:16]([OH:19])(=[O:18])C. Product: [C:11]([C:9]1[CH:8]=[CH:7][C:6]([O:14][CH3:15])=[C:5]([CH2:4][C:16]([OH:19])=[O:18])[CH:10]=1)(=[O:13])[CH3:12]. The catalyst class is: 561. (4) Reactant: Cl[C:2]1[CH:7]=[CH:6][C:5]([N+:8]([O-:10])=[O:9])=[CH:4][N:3]=1.[CH3:11][NH:12][CH3:13]. Product: [CH3:11][N:12]([CH3:13])[C:2]1[CH:7]=[CH:6][C:5]([N+:8]([O-:10])=[O:9])=[CH:4][N:3]=1. The catalyst class is: 8. (5) Reactant: [CH3:1][O:2][C:3]1[N:8]=[C:7]([C:9]2[C:17]3[C:16]([NH:18][C@H:19]([C:21]4[N:26]([C:27]5[CH:32]=[CH:31][CH:30]=[CH:29][CH:28]=5)[C:25](=[O:33])[C:24]5=[C:34]([CH3:37])[CH:35]=[CH:36][N:23]5[N:22]=4)[CH3:20])=[N:15][CH:14]=[N:13][C:12]=3[N:11](COCC[Si](C)(C)C)[CH:10]=2)[CH:6]=[CH:5][CH:4]=1.FC(F)(F)C(O)=O.N. Product: [CH3:1][O:2][C:3]1[N:8]=[C:7]([C:9]2[C:17]3[C:16]([NH:18][C@H:19]([C:21]4[N:26]([C:27]5[CH:32]=[CH:31][CH:30]=[CH:29][CH:28]=5)[C:25](=[O:33])[C:24]5=[C:34]([CH3:37])[CH:35]=[CH:36][N:23]5[N:22]=4)[CH3:20])=[N:15][CH:14]=[N:13][C:12]=3[NH:11][CH:10]=2)[CH:6]=[CH:5][CH:4]=1. The catalyst class is: 5.